From a dataset of Full USPTO retrosynthesis dataset with 1.9M reactions from patents (1976-2016). Predict the reactants needed to synthesize the given product. (1) Given the product [C:26]([O:25][C:21](=[O:24])[CH2:22][CH2:23][O:20][CH2:2][CH2:3][O:4][CH2:5][CH2:6][O:7][CH2:8][CH2:9][O:10][CH2:11][CH2:12][O:13][CH2:14][CH2:15][O:16][CH2:17][CH2:18][O:19][CH3:30])([CH3:29])([CH3:28])[CH3:27], predict the reactants needed to synthesize it. The reactants are: C[CH:2]([OH:20])[CH2:3][O:4][CH2:5][CH2:6][O:7][CH2:8][CH2:9][O:10][CH2:11][CH2:12][O:13][CH2:14][CH2:15][O:16][CH2:17][CH2:18][OH:19].[C:21]([O:25][C:26]([CH3:29])([CH3:28])[CH3:27])(=[O:24])[CH:22]=[CH2:23].[CH2:30]1COCC1. (2) Given the product [OH:1][C:2]([C:21]1[S:22][CH:23]=[CH:24][CH:25]=1)([C:26]1[S:27][CH:28]=[CH:29][CH:30]=1)[C:3]([O:5][C@H:6]1[CH2:7][CH2:8][C@H:9]([NH:12][CH3:13])[CH2:10][CH2:11]1)=[O:4], predict the reactants needed to synthesize it. The reactants are: [OH:1][C:2]([C:26]1[S:27][CH:28]=[CH:29][CH:30]=1)([C:21]1[S:22][CH:23]=[CH:24][CH:25]=1)[C:3]([O:5][C@H:6]1[CH2:11][CH2:10][C@H:9]([N:12](C(OC(C)(C)C)=O)[CH3:13])[CH2:8][CH2:7]1)=[O:4].Cl. (3) Given the product [CH3:1][C:2]1[N:6]([CH2:7][CH:8]2[C:13](=[O:14])[C:12]3[C:15]4[CH:16]=[CH:17][CH:18]=[CH:19][C:20]=4[N:21]([CH3:22])[C:11]=3[CH2:10][CH2:9]2)[CH:5]=[CH:4][N:3]=1, predict the reactants needed to synthesize it. The reactants are: [CH3:1][C:2]1[N:6]([CH2:7][CH:8]2[C:13](=[O:14])[C:12]3[C:15]4[C:20]([N:21]([CH3:22])[C:11]=3[CH2:10][CH2:9]2)=[CH:19][CH:18]=[CH:17][CH:16]=4)[CH:5]=[CH:4][N:3]=1.O.O.Cl.[OH-].[Na+].O. (4) Given the product [CH3:1][O:2][C:3]1[CH:4]=[C:5]([C:53]([N:31]([CH3:30])[CH2:32][CH2:33][C:34]([OH:36])=[O:35])=[O:52])[CH:9]=[CH:10][C:11]=1[NH:12][CH:13]([C:18]1[CH:22]=[C:21]([C:23]2[CH:24]=[CH:25][CH:26]=[CH:27][CH:28]=2)[O:20][C:19]=1[CH3:29])[CH2:14][CH:15]([CH3:16])[CH3:17], predict the reactants needed to synthesize it. The reactants are: [CH3:1][O:2][C:3]1[CH:4]=[C:5]([CH:9]=[CH:10][C:11]=1[NH:12][CH:13]([C:18]1[CH:22]=[C:21]([C:23]2[CH:28]=[CH:27][CH:26]=[CH:25][CH:24]=2)[O:20][C:19]=1[CH3:29])[CH2:14][CH:15]([CH3:17])[CH3:16])C(O)=O.[CH3:30][NH:31][CH2:32][CH2:33][C:34]([O:36]CC)=[O:35].Cl.C(N=C=NCCCN(C)C)C.O.[OH:52][C:53]1C2N=NNC=2C=CC=1. (5) Given the product [Cl:1][C:2]1[CH:10]=[CH:9][C:5]([C:6]([N:36]2[CH2:41][CH2:40][O:39][CH2:38][CH2:37]2)=[O:8])=[C:4]([I:11])[CH:3]=1, predict the reactants needed to synthesize it. The reactants are: [Cl:1][C:2]1[CH:10]=[CH:9][C:5]([C:6]([OH:8])=O)=[C:4]([I:11])[CH:3]=1.CN(C(ON1N=NC2C=CC=CC1=2)=[N+](C)C)C.F[P-](F)(F)(F)(F)F.[NH:36]1[CH2:41][CH2:40][O:39][CH2:38][CH2:37]1.CCN(C(C)C)C(C)C. (6) Given the product [CH3:1][O:2][C:3](=[O:16])[C:4]1[CH:9]=[C:8]([C:17]#[N:18])[N:7]=[C:6]([NH:11][C@H:12]([CH2:14][CH3:15])[CH3:13])[CH:5]=1, predict the reactants needed to synthesize it. The reactants are: [CH3:1][O:2][C:3](=[O:16])[C:4]1[CH:9]=[C:8](Cl)[N:7]=[C:6]([NH:11][CH:12]([CH2:14][CH3:15])[CH3:13])[CH:5]=1.[CH3:17][N:18](C)C(=O)C.